This data is from Reaction yield outcomes from USPTO patents with 853,638 reactions. The task is: Predict the reaction yield, written as a fraction of the theoretical maximum amount of product (1.0 means a 100% yield; for example, 0.34 means a 34% yield). (1) The product is [Cl:1][C:2]1[C:3]([O:44][C:43]2[CH:42]=[CH:41][C:40]([C:45]3[CH:50]=[CH:49][CH:48]=[CH:47][CH:46]=3)=[CH:39][C:38]=2[C:37]2[N:33]([CH3:32])[N:34]=[CH:35][CH:36]=2)=[CH:4][C:5]([F:30])=[C:6]([S:8]([NH:11][C:12]2[CH:17]=[CH:16][C:15]([F:18])=[CH:14][N:13]=2)(=[O:9])=[O:10])[CH:7]=1. The reactants are [Cl:1][C:2]1[C:3](F)=[CH:4][C:5]([F:30])=[C:6]([S:8]([N:11](CC2C=CC(OC)=CC=2OC)[C:12]2[CH:17]=[CH:16][C:15]([F:18])=[CH:14][N:13]=2)(=[O:10])=[O:9])[CH:7]=1.[CH3:32][N:33]1[C:37]([C:38]2[CH:39]=[C:40]([C:45]3[CH:50]=[CH:49][CH:48]=[CH:47][CH:46]=3)[CH:41]=[CH:42][C:43]=2[OH:44])=[CH:36][CH:35]=[N:34]1.C(=O)([O-])[O-].[K+].[K+].Cl. The yield is 0.450. The catalyst is CS(C)=O. (2) The reactants are [CH2:1]([C:3]1[O:7][C:6]([C:8]2[CH:13]=[CH:12][C:11]([CH2:14][OH:15])=[CH:10][CH:9]=2)=[N:5][N:4]=1)[CH3:2].[Cr](Cl)([O-])(=O)=O.[NH+]1C=CC=CC=1. The catalyst is C(Cl)Cl. The product is [CH2:1]([C:3]1[O:7][C:6]([C:8]2[CH:13]=[CH:12][C:11]([CH:14]=[O:15])=[CH:10][CH:9]=2)=[N:5][N:4]=1)[CH3:2]. The yield is 0.700. (3) The reactants are Cl[CH:2]([CH:15]1[CH2:20][CH2:19][CH2:18][CH2:17][CH2:16]1)[C:3]1[O:4][C:5]2[CH:12]=[CH:11][C:10]([O:13][CH3:14])=[CH:9][C:6]=2[C:7]=1[CH3:8].[NH2:21][C:22]1[CH:31]=[CH:30][C:25]([C:26]([O:28]C)=[O:27])=[CH:24][CH:23]=1.[I-].[Na+].C(=O)([O-])[O-].[Na+].[Na+].Cl.[OH-].[Na+]. The catalyst is C(O)C.O1CCCC1.CN(C)C=O. The product is [CH:15]1([CH:2]([NH:21][C:22]2[CH:31]=[CH:30][C:25]([C:26]([OH:28])=[O:27])=[CH:24][CH:23]=2)[C:3]2[O:4][C:5]3[CH:12]=[CH:11][C:10]([O:13][CH3:14])=[CH:9][C:6]=3[C:7]=2[CH3:8])[CH2:20][CH2:19][CH2:18][CH2:17][CH2:16]1. The yield is 0.740. (4) The reactants are C[O:2][C:3](=O)[C:4]1[CH:9]=[CH:8][C:7]([N:10]2[C:14]([NH2:15])=[CH:13][C:12]([C:16]([CH3:19])([CH3:18])[CH3:17])=[N:11]2)=[CH:6][C:5]=1[O:20][CH2:21][CH2:22][O:23][CH:24]1[CH2:29][CH2:28][CH2:27][CH2:26][O:25]1.[H-].[H-].[H-].[H-].[Li+].[Al+3]. The catalyst is C1COCC1. The product is [NH2:15][C:14]1[N:10]([C:7]2[CH:8]=[CH:9][C:4]([CH2:3][OH:2])=[C:5]([O:20][CH2:21][CH2:22][O:23][CH:24]3[CH2:29][CH2:28][CH2:27][CH2:26][O:25]3)[CH:6]=2)[N:11]=[C:12]([C:16]([CH3:19])([CH3:18])[CH3:17])[CH:13]=1. The yield is 0.950. (5) The reactants are [F:1][C:2]([F:7])([F:6])[C:3]([OH:5])=[O:4].[NH2:8][CH2:9][C:10]([N:12]1[CH2:17][CH2:16][CH:15]([C:18]2[CH:23]=[CH:22][C:21]([NH:24][C:25]([C:27]3[NH:28][CH:29]=[C:30]([C:32]#[N:33])[N:31]=3)=[O:26])=[C:20]([C:34]3[CH2:39][CH2:38][CH2:37][CH2:36][CH:35]=3)[CH:19]=2)[CH2:14][CH2:13]1)=[O:11].[BH-](OC(C)=O)(OC(C)=O)[O:41][C:42]([CH3:44])=O.[Na+].C(C=O)=O. The catalyst is C(Cl)Cl. The product is [C:3]([OH:5])([C:2]([F:7])([F:6])[F:1])=[O:4].[F:1][C:2]([F:7])([F:6])[C:3]([OH:5])=[O:4].[C:34]1([C:20]2[CH:19]=[C:18]([CH:15]3[CH2:16][CH2:17][N:12]([C:10](=[O:11])[CH2:9][NH:8][CH2:44][CH2:42][OH:41])[CH2:13][CH2:14]3)[CH:23]=[CH:22][C:21]=2[NH:24][C:25]([C:27]2[NH:28][CH:29]=[C:30]([C:32]#[N:33])[N:31]=2)=[O:26])[CH2:39][CH2:38][CH2:37][CH2:36][CH:35]=1. The yield is 0.00100. (6) The reactants are [CH2:1]=O.[Cl:3][C:4]1[CH:31]=[CH:30][CH:29]=[C:28]([Cl:32])[C:5]=1[C:6]([NH:8][C@H:9]([C:24]([O:26]C)=[O:25])[CH2:10][C:11]1[CH:16]=[CH:15][C:14]([O:17][CH:18]2[CH2:23][CH2:22][NH:21][CH2:20][CH2:19]2)=[CH:13][CH:12]=1)=[O:7]. The catalyst is C(O)=O. The product is [Cl:32][C:28]1[CH:29]=[CH:30][CH:31]=[C:4]([Cl:3])[C:5]=1[C:6]([NH:8][C@H:9]([C:24]([OH:26])=[O:25])[CH2:10][C:11]1[CH:12]=[CH:13][C:14]([O:17][CH:18]2[CH2:23][CH2:22][N:21]([CH3:1])[CH2:20][CH2:19]2)=[CH:15][CH:16]=1)=[O:7]. The yield is 0.410. (7) The reactants are Cl[C:2]([O:4][CH2:5][C:6]1[CH:11]=[CH:10][CH:9]=[CH:8][CH:7]=1)=[O:3].[CH3:12][NH:13][CH2:14][CH2:15][OH:16]. The catalyst is C1COCC1.C(=O)([O-])[O-].[Na+].[Na+]. The product is [CH2:5]([O:4][C:2]([N:13]([CH2:14][CH2:15][OH:16])[CH3:12])=[O:3])[C:6]1[CH:11]=[CH:10][CH:9]=[CH:8][CH:7]=1. The yield is 0.970.